Dataset: Full USPTO retrosynthesis dataset with 1.9M reactions from patents (1976-2016). Task: Predict the reactants needed to synthesize the given product. The reactants are: [C:1]([C:3]1[CH:8]=[CH:7][CH:6]=[CH:5][C:4]=1[C:9]1[CH:14]=[CH:13][C:12]([CH:15]([CH:17]([C:23](=O)[CH2:24][CH2:25][CH3:26])[C:18](OCC)=[O:19])[CH3:16])=[CH:11][CH:10]=1)#[N:2].[O:28]1[C:32]2([CH2:37][CH2:36][CH:35]([NH:38][C:39]3[NH:43][CH:42]=[N:41][N:40]=3)[CH2:34][CH2:33]2)[O:31][CH2:30][CH2:29]1.N12CCCN=C1CCCCC2.C(N(CC)C1C=CC=CC=1)C. Given the product [O:28]1[C:32]2([CH2:33][CH2:34][CH:35]([N:38]3[C:18](=[O:19])[C:17]([CH:15]([C:12]4[CH:13]=[CH:14][C:9]([C:4]5[C:3]([C:1]#[N:2])=[CH:8][CH:7]=[CH:6][CH:5]=5)=[CH:10][CH:11]=4)[CH3:16])=[C:23]([CH2:24][CH2:25][CH3:26])[N:40]4[N:41]=[CH:42][N:43]=[C:39]34)[CH2:36][CH2:37]2)[O:31][CH2:30][CH2:29]1, predict the reactants needed to synthesize it.